This data is from Catalyst prediction with 721,799 reactions and 888 catalyst types from USPTO. The task is: Predict which catalyst facilitates the given reaction. (1) Reactant: Cl[CH2:2]/[CH:3]=[CH:4]/[C:5]([N:7]1[CH2:28][CH2:27][C:10]2[C:11]3[C:16]([NH:17][C:18]4[CH:23]=[CH:22][C:21]([Cl:24])=[C:20]([Cl:25])[CH:19]=4)=[N:15][CH:14]=[N:13][C:12]=3[S:26][C:9]=2[CH2:8]1)=[O:6].[CH3:29][N:30]1[CH2:34][CH2:33][CH:32]2[CH2:35][NH:36][CH2:37][CH:31]12. Product: [Cl:25][C:20]1[CH:19]=[C:18]([NH:17][C:16]2[C:11]3[C:10]4[CH2:27][CH2:28][N:7]([C:5](=[O:6])/[CH:4]=[CH:3]/[CH2:2][N:36]5[CH2:35][CH:32]6[CH:31]([N:30]([CH3:29])[CH2:34][CH2:33]6)[CH2:37]5)[CH2:8][C:9]=4[S:26][C:12]=3[N:13]=[CH:14][N:15]=2)[CH:23]=[CH:22][C:21]=1[Cl:24]. The catalyst class is: 3. (2) Reactant: C(=O)([O-])[O-].[Cs+].[Cs+].[Cl:7][C:8]1[C:9]([O:17][CH2:18][C:19]2[CH:24]=[CH:23][CH:22]=[C:21]([C:25]3[CH:34]=[CH:33][C:28]4[O:29][CH2:30][CH2:31][O:32][C:27]=4[CH:26]=3)[C:20]=2[CH3:35])=[CH:10][C:11]([OH:16])=[C:12]([CH:15]=1)[CH:13]=[O:14].Cl[CH2:37][C:38]1[CH:39]=[N:40][CH:41]=[C:42]([CH:45]=1)[C:43]#[N:44].Cl. Product: [Cl:7][C:8]1[C:9]([O:17][CH2:18][C:19]2[CH:24]=[CH:23][CH:22]=[C:21]([C:25]3[CH:34]=[CH:33][C:28]4[O:29][CH2:30][CH2:31][O:32][C:27]=4[CH:26]=3)[C:20]=2[CH3:35])=[CH:10][C:11]([O:16][CH2:37][C:38]2[CH:39]=[N:40][CH:41]=[C:42]([CH:45]=2)[C:43]#[N:44])=[C:12]([CH:13]=[O:14])[CH:15]=1. The catalyst class is: 9.